This data is from Experimentally validated miRNA-target interactions with 360,000+ pairs, plus equal number of negative samples. The task is: Binary Classification. Given a miRNA mature sequence and a target amino acid sequence, predict their likelihood of interaction. (1) The miRNA is hsa-miR-4693-3p with sequence UGAGAGUGGAAUUCACAGUAUUU. The protein sequence of the target gene is MSVFGKLFGAGGGKAGKGGPTPQEAIQRLRDTEEMLSKKQEFLEKKIEQELTAAKKHGTKNKRAALQALKRKKRYEKQLAQIDGTLSTIEFQREALENANTNTEVLKNMGYAAKAMKAAHDNMDIDKVDELMQDIADQQELAEEISTAISKPVGFGEEFDEDELMAELEELEQEELDKNLLEISGPETVPLPNVPSIALPSKPAKKKEEEDDDMKELENWAGSM. Result: 1 (interaction). (2) The miRNA is hsa-miR-553 with sequence AAAACGGUGAGAUUUUGUUUU. The protein sequence of the target gene is MGPLRESKKEQRVQHQEKEISRSRIPRLILRPHRPQQQQQQQNKVSPASESPFSEEESREFNPSSSGRSARTISSNSFCSDDTGCPSSQSVSPVKTPSDTGHSPIGFCPGSDEDFTRKKCRIGMVGEGSIQSARHKKEPKGGIIKPGSEADFSSSSSTGSISAPEVHMSTTGNKRASFSRNRGPHGRSNGASSHKSGSSPPSPREKDLVSMLCRNPLSPSNIHPSYAPSSPSSSNSGSYKGSDCSPVMRRSGRYMSCGENHGVKPPNPEQYLTPLQQKEVTVRHLRTKLKESERRLHERE.... Result: 0 (no interaction).